This data is from Full USPTO retrosynthesis dataset with 1.9M reactions from patents (1976-2016). The task is: Predict the reactants needed to synthesize the given product. (1) Given the product [CH3:1][N:2]([CH3:16])[S:3]([C:6]1[CH:7]=[C:8]2[C:12](=[CH:13][CH:14]=1)[NH:11][C:10](=[O:15])[C:9]2=[CH:27][C:19]1[NH:20][C:21]2[C:26]([C:18]=1[CH3:17])=[CH:25][CH:24]=[CH:23][CH:22]=2)(=[O:5])=[O:4], predict the reactants needed to synthesize it. The reactants are: [CH3:1][N:2]([CH3:16])[S:3]([C:6]1[CH:7]=[C:8]2[C:12](=[CH:13][CH:14]=1)[NH:11][C:10](=[O:15])[CH2:9]2)(=[O:5])=[O:4].[CH3:17][C:18]1[C:26]2[C:21](=[CH:22][CH:23]=[CH:24][CH:25]=2)[NH:20][C:19]=1[CH:27]=O.N1CCCCC1. (2) Given the product [N:1]1[C:6]2[NH:7][CH:8]=[CH:9][C:5]=2[C:4]([N:10]2[CH2:14][CH2:13][C@@H:12]([NH:15][C:16]3[C:21]([CH3:27])=[CH:20][C:19]([NH2:22])=[C:18]([NH2:25])[N:17]=3)[CH2:11]2)=[N:3][CH:2]=1, predict the reactants needed to synthesize it. The reactants are: [N:1]1[C:6]2[NH:7][CH:8]=[CH:9][C:5]=2[C:4]([N:10]2[CH2:14][CH2:13][C@@H:12]([N:15](C)[C:16]3[CH:21]=[CH:20][C:19]([N+:22]([O-])=O)=[C:18]([NH2:25])[N:17]=3)[CH2:11]2)=[N:3][CH:2]=1.[CH2:27](O)C. (3) Given the product [F:1][C:2]1[CH:10]=[C:9]2[C:5]([C:6]([CH2:12][NH:21][CH2:20][CH2:18][OH:19])=[CH:7][N:8]2[CH3:11])=[CH:4][C:3]=1[C:14]([F:17])([F:16])[F:15], predict the reactants needed to synthesize it. The reactants are: [F:1][C:2]1[CH:10]=[C:9]2[C:5]([C:6]([CH:12]=O)=[CH:7][N:8]2[CH3:11])=[CH:4][C:3]=1[C:14]([F:17])([F:16])[F:15].[CH2:18]([CH2:20][NH2:21])[OH:19].[BH4-].[Na+].ClCCl.CO. (4) Given the product [F:35][C:2]([F:36])([F:1])[C:3]1[CH:4]=[C:5]([C@H:13]([O:15][C@H:16]2[CH2:21][CH2:20][N:19]([C:22](=[O:28])[CH2:23][CH2:24][C:25](=[O:27])[N:37]3[CH2:41][CH2:40][CH2:39][CH2:38]3)[CH2:18][C@H:17]2[C:29]2[CH:34]=[CH:33][CH:32]=[CH:31][CH:30]=2)[CH3:14])[CH:6]=[C:7]([C:9]([F:11])([F:12])[F:10])[CH:8]=1, predict the reactants needed to synthesize it. The reactants are: [F:1][C:2]([F:36])([F:35])[C:3]1[CH:4]=[C:5]([C@H:13]([O:15][C@H:16]2[CH2:21][CH2:20][N:19]([C:22](=[O:28])[CH2:23][CH2:24][C:25]([OH:27])=O)[CH2:18][C@H:17]2[C:29]2[CH:34]=[CH:33][CH:32]=[CH:31][CH:30]=2)[CH3:14])[CH:6]=[C:7]([C:9]([F:12])([F:11])[F:10])[CH:8]=1.[NH:37]1[CH2:41][CH2:40][CH2:39][CH2:38]1. (5) Given the product [N:1]1[NH:2][C:3]2[CH:17]=[CH:16][CH:15]=[C:5]3[C:6](=[O:14])[NH:18][C:7]4[CH:13]=[CH:12][CH:11]=[CH:10][C:8]=4[C:9]=1[C:4]=23, predict the reactants needed to synthesize it. The reactants are: [N:1]1[NH:2][C:3]2[CH:17]=[CH:16][CH:15]=[C:5]3[C:6](=[O:14])[C:7]4[CH:13]=[CH:12][CH:11]=[CH:10][C:8]=4[C:9]=1[C:4]=23.[N-:18]=[N+]=[N-].[Na+].C(OCC)(=O)C.O1CCCC1. (6) Given the product [C:18]1([CH3:17])[CH:19]=[CH:20][C:21]([S:24]([O-:27])(=[O:25])=[O:26])=[CH:22][CH:23]=1.[C:10]([C@H:9]([NH2+:8][CH3:6])[C@@H:13]([OH:15])[CH3:14])([OH:12])=[O:11], predict the reactants needed to synthesize it. The reactants are: C(O[C:6]([N:8](C)[C@H:9]([C@@H:13]([OH:15])[CH3:14])[C:10]([OH:12])=[O:11])=O)(C)(C)C.[CH3:17][C:18]1[CH:19]=[CH:20][C:21]([S:24]([OH:27])(=[O:26])=[O:25])=[CH:22][CH:23]=1.C(O)(C(F)(F)F)=O. (7) Given the product [C:20]([O:19][C:17]([N:11]1[CH2:12][CH2:13][N:8]([CH2:1][C:2]2[CH:3]=[CH:4][CH:5]=[CH:6][CH:7]=2)[CH2:9][C@@H:10]1[CH2:14][CH2:15][OH:16])=[O:18])([CH3:23])([CH3:22])[CH3:21], predict the reactants needed to synthesize it. The reactants are: [CH2:1]([N:8]1[CH2:13][CH2:12][NH:11][C@@H:10]([CH2:14][CH2:15][OH:16])[CH2:9]1)[C:2]1[CH:7]=[CH:6][CH:5]=[CH:4][CH:3]=1.[C:17](O[C:17]([O:19][C:20]([CH3:23])([CH3:22])[CH3:21])=[O:18])([O:19][C:20]([CH3:23])([CH3:22])[CH3:21])=[O:18]. (8) Given the product [CH3:17]/[C:18](=[C:23](\[CH3:24])/[C:22]([NH:1][C:2]1[S:3][CH:4]=[C:5]([C:7]2[CH:16]=[CH:15][C:14]3[C:9](=[CH:10][CH:11]=[CH:12][CH:13]=3)[CH:8]=2)[N:6]=1)=[O:25])/[C:19]([OH:21])=[O:20], predict the reactants needed to synthesize it. The reactants are: [NH2:1][C:2]1[S:3][CH:4]=[C:5]([C:7]2[CH:16]=[CH:15][C:14]3[C:9](=[CH:10][CH:11]=[CH:12][CH:13]=3)[CH:8]=2)[N:6]=1.[CH3:17][C:18]1[C:19]([O:21][C:22](=[O:25])[C:23]=1[CH3:24])=[O:20]. (9) Given the product [CH2:1]([O:5][C:6]1[C:15]2[C:10](=[CH:11][CH:12]=[C:13]([CH:16]=[O:17])[CH:14]=2)[C:9](=[O:18])[N:8]([CH2:19][CH:20]2[CH2:22][CH2:21]2)[C:7]=1[CH2:23][NH:24][C:25](=[O:31])[O:26][C:27]([CH3:30])([CH3:29])[CH3:28])[CH2:2][CH2:3][CH3:4], predict the reactants needed to synthesize it. The reactants are: [CH2:1]([O:5][C:6]1[C:15]2[C:10](=[CH:11][CH:12]=[C:13]([CH2:16][OH:17])[CH:14]=2)[C:9](=[O:18])[N:8]([CH2:19][CH:20]2[CH2:22][CH2:21]2)[C:7]=1[CH2:23][NH:24][C:25](=[O:31])[O:26][C:27]([CH3:30])([CH3:29])[CH3:28])[CH2:2][CH2:3][CH3:4]. (10) Given the product [O:24]=[C:18]([NH:6][C:3]1([C:2]([F:8])([F:7])[F:1])[CH2:5][CH2:4]1)[CH2:19][CH2:20][C:21]([OH:23])=[O:22], predict the reactants needed to synthesize it. The reactants are: [F:1][C:2]([F:8])([F:7])[C:3]1([NH2:6])[CH2:5][CH2:4]1.C(N(C(C)C)CC)(C)C.[C:18]1(=[O:24])[O:23][C:21](=[O:22])[CH2:20][CH2:19]1.